From a dataset of Catalyst prediction with 721,799 reactions and 888 catalyst types from USPTO. Predict which catalyst facilitates the given reaction. (1) Reactant: [C:1](/[N:3]=[C:4](\SC)/[NH:5][C:6]1[CH:11]=[C:10]([Cl:12])[N:9]=[C:8]([Cl:13])[CH:7]=1)#[N:2].[NH2:16][NH2:17]. Product: [Cl:13][C:8]1[CH:7]=[C:6]([NH:5][C:4]2[N:3]=[C:1]([NH2:2])[NH:17][N:16]=2)[CH:11]=[C:10]([Cl:12])[N:9]=1. The catalyst class is: 8. (2) Reactant: [ClH:1].C(O)(=O)C(O)=O.[CH2:8]([O:15][C:16](=[O:22])[C@H:17]([C@@H:19]([CH3:21])[OH:20])[NH2:18])[C:9]1[CH:14]=[CH:13][CH:12]=[CH:11][CH:10]=1. Product: [CH2:8]([O:15][C:16](=[O:22])[C@H:17]([C@@H:19]([CH3:21])[OH:20])[NH2:18])[C:9]1[CH:14]=[CH:13][CH:12]=[CH:11][CH:10]=1.[ClH:1]. The catalyst class is: 6. (3) Reactant: [OH:1]OS([O-])=O.[K+].[C:7]([O:10][C:11]1[CH:16]=[CH:15][C:14]([C:17](=[O:26])[NH:18][C:19]2[S:20][CH:21]=[C:22]([S:24][CH3:25])[N:23]=2)=[CH:13][CH:12]=1)(=[O:9])[CH3:8]. Product: [C:7]([O:10][C:11]1[CH:12]=[CH:13][C:14]([C:17](=[O:26])[NH:18][C:19]2[S:20][CH:21]=[C:22]([S:24]([CH3:25])=[O:1])[N:23]=2)=[CH:15][CH:16]=1)(=[O:9])[CH3:8]. The catalyst class is: 72. (4) Reactant: C([N:8](CC1C=CC=CC=1)[C:9]1[N:17]=[CH:16][N:15]=[C:14]2[C:10]=1[NH:11][C:12](=[O:31])[N:13]2[C@@H:18]1[CH2:23][CH2:22][CH2:21][N:20]([C:24]([O:26][C:27]([CH3:30])([CH3:29])[CH3:28])=[O:25])[CH2:19]1)C1C=CC=CC=1.Cl. Product: [NH2:8][C:9]1[N:17]=[CH:16][N:15]=[C:14]2[C:10]=1[NH:11][C:12](=[O:31])[N:13]2[C@@H:18]1[CH2:23][CH2:22][CH2:21][N:20]([C:24]([O:26][C:27]([CH3:29])([CH3:28])[CH3:30])=[O:25])[CH2:19]1. The catalyst class is: 105. (5) Reactant: [CH2:1]([N:8]1[C:16]2[C:15](=[O:17])[NH:14][C:13](=[O:18])[N:12]([CH2:19][CH2:20][CH2:21][CH3:22])[C:11]=2[N:10]=[CH:9]1)[C:2]1[CH:7]=[CH:6][CH:5]=[CH:4][CH:3]=1.C(=O)([O-])[O-].[K+].[K+].Br[CH2:30][CH2:31][CH2:32][C:33]1[CH:38]=[CH:37][CH:36]=[CH:35][CH:34]=1. Product: [CH2:19]([N:12]1[C:11]2[N:10]=[CH:9][N:8]([CH2:1][C:2]3[CH:7]=[CH:6][CH:5]=[CH:4][CH:3]=3)[C:16]=2[C:15](=[O:17])[N:14]([CH2:30][CH2:31][CH2:32][C:33]2[CH:38]=[CH:37][CH:36]=[CH:35][CH:34]=2)[C:13]1=[O:18])[CH2:20][CH2:21][CH3:22]. The catalyst class is: 3. (6) Reactant: [CH3:1][C:2]1([CH3:9])[CH2:6][C:5](=[O:7])[O:4][C:3]1=[O:8].[Cl:10][C:11]1[CH:12]=[C:13]2[C:17](=[CH:18][CH:19]=1)[NH:16][C:15]([CH3:20])=[CH:14]2.[Al+3].[Cl-].[Cl-].[Cl-]. Product: [Cl:10][C:11]1[CH:12]=[C:13]2[C:17](=[CH:18][CH:19]=1)[NH:16][C:15]([CH3:20])=[C:14]2[C:5](=[O:7])[CH2:6][C:2]([CH3:9])([CH3:1])[C:3]([OH:4])=[O:8]. The catalyst class is: 26. (7) Reactant: [CH3:1][C:2]1[C:10]([N+:11]([O-:13])=[O:12])=[CH:9][CH:8]=[CH:7][C:3]=1[C:4](O)=[O:5].S(Cl)([Cl:16])=O. Product: [CH3:1][C:2]1[C:10]([N+:11]([O-:13])=[O:12])=[CH:9][CH:8]=[CH:7][C:3]=1[C:4]([Cl:16])=[O:5]. The catalyst class is: 306.